Dataset: Catalyst prediction with 721,799 reactions and 888 catalyst types from USPTO. Task: Predict which catalyst facilitates the given reaction. (1) Product: [Si:1]([O:8][CH2:9][C:10]1[N:11]([CH3:23])[C:12]2[C:17]([CH:18]=1)=[CH:16][C:15]1[C:19](=[O:22])[CH:20]=[CH:21][C:14]=1[CH:13]=2)([C:4]([CH3:7])([CH3:6])[CH3:5])([CH3:3])[CH3:2]. Reactant: [Si:1]([O:8][CH2:9][C:10]1[N:11]([CH3:23])[C:12]2[C:17]([CH:18]=1)=[CH:16][C:15]1[CH:19]([OH:22])[CH:20]=[CH:21][C:14]=1[CH:13]=2)([C:4]([CH3:7])([CH3:6])[CH3:5])([CH3:3])[CH3:2].C[N+]1([O-])CCOCC1. The catalyst class is: 862. (2) Reactant: [CH3:1][O:2][CH:3]([O:14][CH3:15])[C:4]1[N:13]=[C:12]2[C:7]([CH2:8][CH2:9][CH2:10][NH:11]2)=[CH:6][CH:5]=1.[C:16]1([O:22][C:23](=O)[O:24]C2C=CC=CC=2)[CH:21]=[CH:20][CH:19]=[CH:18][CH:17]=1.[Li+].C[Si]([N-][Si](C)(C)C)(C)C. Product: [CH3:15][O:14][CH:3]([O:2][CH3:1])[C:4]1[N:13]=[C:12]2[C:7]([CH2:8][CH2:9][CH2:10][N:11]2[C:23]([O:22][C:16]2[CH:21]=[CH:20][CH:19]=[CH:18][CH:17]=2)=[O:24])=[CH:6][CH:5]=1. The catalyst class is: 1. (3) Reactant: [CH3:1][CH:2]1[C:7](=O)[CH2:6][CH2:5][CH2:4][C:3]1=[O:9].[C:10]([C:12]1[CH:13]=[C:14]([CH:16]=[CH:17][CH:18]=1)[NH2:15])#[CH:11].C(O)(=O)C. Product: [C:10]([C:12]1[CH:13]=[C:14]([NH:15][C:7]2[CH2:6][CH2:5][CH2:4][C:3](=[O:9])[C:2]=2[CH3:1])[CH:16]=[CH:17][CH:18]=1)#[CH:11]. The catalyst class is: 5. (4) Product: [CH2:21]([NH:23][CH2:6][CH2:7][CH2:8][CH2:9][NH:10][C:11](=[O:12])[O:13][CH2:14][C:15]1[CH:20]=[CH:19][CH:18]=[CH:17][CH:16]=1)[CH3:22]. Reactant: CS(O[CH2:6][CH2:7][CH2:8][CH2:9][NH:10][C:11]([O:13][CH2:14][C:15]1[CH:20]=[CH:19][CH:18]=[CH:17][CH:16]=1)=[O:12])(=O)=O.[CH2:21]([NH2:23])[CH3:22]. The catalyst class is: 1.